From a dataset of Forward reaction prediction with 1.9M reactions from USPTO patents (1976-2016). Predict the product of the given reaction. Given the reactants [Br-].Br[CH2:3][P+](C1C=CC=CC=1)(C1C=CC=CC=1)C1C=CC=CC=1.CC(C)([O-])C.[K+].[Cl:29][C:30]1[CH:37]=[CH:36][CH:35]=[C:34]([F:38])[C:31]=1[CH:32]=O.O, predict the reaction product. The product is: [Cl:29][C:30]1[CH:37]=[CH:36][CH:35]=[C:34]([F:38])[C:31]=1[C:32]#[CH:3].